From a dataset of Full USPTO retrosynthesis dataset with 1.9M reactions from patents (1976-2016). Predict the reactants needed to synthesize the given product. (1) Given the product [Si:21]([O:28][CH2:29][C@@H:30]1[C@H:34]([CH2:35][CH3:36])[CH2:33][C:32](=[CH:11][C:12]([O:14][CH2:15][CH3:16])=[O:13])[CH2:31]1)([C:24]([CH3:27])([CH3:26])[CH3:25])([CH3:22])[CH3:23], predict the reactants needed to synthesize it. The reactants are: [H-].[Na+].C(OP([CH2:11][C:12]([O:14][CH2:15][CH3:16])=[O:13])(OCC)=O)C.P(=O)([O-])[O-].[Si:21]([O:28][CH2:29][C@@H:30]1[C@H:34]([CH2:35][CH3:36])[CH2:33][C:32](=O)[CH2:31]1)([C:24]([CH3:27])([CH3:26])[CH3:25])([CH3:23])[CH3:22].[NH4+].[Cl-]. (2) Given the product [F:23][C:17]1[CH:18]=[CH:19][CH:20]=[C:21]([F:22])[C:16]=1[N:9]1[C:10]2[CH:15]=[CH:14][CH:13]=[CH:12][C:11]=2[N:7]([CH2:6][CH2:5][O:4][CH2:3][CH2:2][NH:27][CH3:26])[S:8]1(=[O:25])=[O:24], predict the reactants needed to synthesize it. The reactants are: Br[CH2:2][CH2:3][O:4][CH2:5][CH2:6][N:7]1[C:11]2[CH:12]=[CH:13][CH:14]=[CH:15][C:10]=2[N:9]([C:16]2[C:21]([F:22])=[CH:20][CH:19]=[CH:18][C:17]=2[F:23])[S:8]1(=[O:25])=[O:24].[CH3:26][NH2:27]. (3) Given the product [N+:1]([C:4]1[CH:9]=[CH:8][C:7]([NH:11][C:12]2[CH:17]=[CH:16][C:15]([CH3:18])=[CH:14][CH:13]=2)=[CH:6][CH:5]=1)([O-:3])=[O:2], predict the reactants needed to synthesize it. The reactants are: [N+:1]([C:4]1[CH:9]=[CH:8][C:7](F)=[CH:6][CH:5]=1)([O-:3])=[O:2].[NH2:11][C:12]1[CH:17]=[CH:16][C:15]([CH3:18])=[CH:14][CH:13]=1.[O-2].[Mg+2]. (4) Given the product [CH3:5][C:2]1([CH3:6])[CH2:3][O:4][C:30]([C:28]2[CH:27]=[CH:26][C:25]3[C:19]4[N:20]([CH:34]=[C:17]([C:16]5[N:12]([CH:9]([CH3:11])[CH3:10])[N:13]=[CH:14][N:15]=5)[N:18]=4)[CH2:21][CH2:22][O:23][C:24]=3[CH:29]=2)=[N:1]1, predict the reactants needed to synthesize it. The reactants are: [NH2:1][C:2]([CH3:6])([CH3:5])[CH2:3][OH:4].[H-].[Na+].[CH:9]([N:12]1[C:16]([C:17]2[N:18]=[C:19]3[C:25]4[CH:26]=[CH:27][C:28]([C:30](OC)=O)=[CH:29][C:24]=4[O:23][CH2:22][CH2:21][N:20]3[CH:34]=2)=[N:15][CH:14]=[N:13]1)([CH3:11])[CH3:10].C(Cl)Cl.S(Cl)(Cl)=O.